From a dataset of Forward reaction prediction with 1.9M reactions from USPTO patents (1976-2016). Predict the product of the given reaction. (1) Given the reactants [NH2:1][C:2]1[N:7]=[C:6]([NH:8][C@H:9]([C:11]2[N:16]=[C:15]3[CH:17]=[CH:18][N:19]([CH3:20])[C:14]3=[CH:13][C:12]=2[N:21]2[CH2:26][CH2:25][CH2:24][C@@H:23]([N:27]3C(=O)C4C(=CC=CC=4)C3=O)[CH2:22]2)[CH3:10])[C:5]([C:38]#[N:39])=[C:4]([CH3:40])[N:3]=1.O.NN.NN, predict the reaction product. The product is: [NH2:1][C:2]1[N:7]=[C:6]([NH:8][C@H:9]([C:11]2[N:16]=[C:15]3[CH:17]=[CH:18][N:19]([CH3:20])[C:14]3=[CH:13][C:12]=2[N:21]2[CH2:26][CH2:25][CH2:24][C@@H:23]([NH2:27])[CH2:22]2)[CH3:10])[C:5]([C:38]#[N:39])=[C:4]([CH3:40])[N:3]=1. (2) Given the reactants [C:1]([C:5]1[CH:6]=[C:7]([NH:11][C:12](=[O:26])[C:13]2[CH:18]=[CH:17][CH:16]=[N:15][C:14]=2[C:19]2[CH:24]=[CH:23][CH:22]=[C:21]([F:25])[CH:20]=2)[CH:8]=[CH:9][CH:10]=1)([CH3:4])([CH3:3])[CH3:2].Cl, predict the reaction product. The product is: [C:1]([C:5]1[CH:6]=[C:7]([NH:11][C:12]([CH:13]2[CH2:18][CH2:17][CH2:16][NH:15][CH:14]2[C:19]2[CH:24]=[CH:23][CH:22]=[C:21]([F:25])[CH:20]=2)=[O:26])[CH:8]=[CH:9][CH:10]=1)([CH3:4])([CH3:2])[CH3:3]. (3) Given the reactants [Cl:1][C:2]1[CH:3]=[C:4]([OH:9])[CH:5]=[N:6][C:7]=1Cl.C[C:11]([O:13][Na])=[O:12].[CH3:15][CH2:16]O, predict the reaction product. The product is: [Cl:1][C:2]1[C:7]([C:11]([O:13][CH2:15][CH3:16])=[O:12])=[N:6][CH:5]=[C:4]([OH:9])[CH:3]=1. (4) Given the reactants [Cl:1][C:2]1[CH:7]=[CH:6][C:5]([C:8]([C:10]2[CH:11]=[N:12][C:13](Cl)=[CH:14][CH:15]=2)=[O:9])=[CH:4][CH:3]=1.CN.C[CH2:20][N:21](CC)CC, predict the reaction product. The product is: [Cl:1][C:2]1[CH:7]=[CH:6][C:5]([C:8]([C:10]2[CH:11]=[N:12][C:13]([NH:21][CH3:20])=[CH:14][CH:15]=2)=[O:9])=[CH:4][CH:3]=1. (5) Given the reactants [N:1]1[NH:2][CH:3]=[C:4]2[CH2:8][N:7]([C:9]([O:11][C:12]([CH3:15])([CH3:14])[CH3:13])=[O:10])[CH2:6][C:5]=12.[H-].[Na+].I[CH2:19][C:20]([NH2:22])=[O:21], predict the reaction product. The product is: [NH2:22][C:20](=[O:21])[CH2:19][N:2]1[CH:3]=[C:4]2[CH2:8][N:7]([C:9]([O:11][C:12]([CH3:15])([CH3:14])[CH3:13])=[O:10])[CH2:6][C:5]2=[N:1]1. (6) Given the reactants C(OC(=O)CCSC1SC(NC([C:16]2[C:24]3[C:19](=[CH:20][C:21](C)=[CH:22][CH:23]=3)[N:18](CC3CC3)[CH:17]=2)=O)=NC=1)C.C1(CN2C3C(=CC=C(F)C=3)C(C(NC3SC=C(SCC(O)=O)N=3)=O)=C2)CC1, predict the reaction product. The product is: [NH:18]1[C:19]2[C:24](=[CH:23][CH:22]=[CH:21][CH:20]=2)[CH:16]=[CH:17]1.